Dataset: Full USPTO retrosynthesis dataset with 1.9M reactions from patents (1976-2016). Task: Predict the reactants needed to synthesize the given product. (1) The reactants are: [Br:1][C:2]1[C:10]2[C:5](=[CH:6][CH:7]=[C:8]([C:11]([NH2:13])=O)[CH:9]=2)[N:4]([CH:14]2[CH2:19][CH2:18][CH2:17][CH2:16][O:15]2)[N:3]=1.[NH2:20]N.O.COC(OC)[N:26]([CH3:28])C. Given the product [Br:1][C:2]1[C:10]2[C:5](=[CH:6][CH:7]=[C:8]([C:11]3[N:26]=[CH:28][NH:20][N:13]=3)[CH:9]=2)[N:4]([CH:14]2[CH2:19][CH2:18][CH2:17][CH2:16][O:15]2)[N:3]=1, predict the reactants needed to synthesize it. (2) The reactants are: [Br:1][C:2]1[CH:3]=[CH:4][C:5]([N:8]2[CH2:13][CH2:12][NH:11][C:10](=[O:14])[CH2:9]2)=[N:6][CH:7]=1.[CH3:15][C:16]([O:19][C:20](O[C:20]([O:19][C:16]([CH3:18])([CH3:17])[CH3:15])=[O:21])=[O:21])([CH3:18])[CH3:17].C(N(CC)CC)C.CN(C=O)C. Given the product [Br:1][C:2]1[CH:3]=[CH:4][C:5]([N:8]2[CH2:13][CH2:12][N:11]([C:20]([O:19][C:16]([CH3:18])([CH3:17])[CH3:15])=[O:21])[C:10](=[O:14])[CH2:9]2)=[N:6][CH:7]=1, predict the reactants needed to synthesize it. (3) Given the product [N:17]1[CH:18]=[CH:19][CH:20]=[N:21][C:16]=1[N:13]1[CH2:12][CH2:11][N:10]([C:7]2[N:8]=[CH:9][C:4]([NH2:1])=[CH:5][CH:6]=2)[CH2:15][CH2:14]1, predict the reactants needed to synthesize it. The reactants are: [N+:1]([C:4]1[CH:5]=[CH:6][C:7]([N:10]2[CH2:15][CH2:14][N:13]([C:16]3[N:21]=[CH:20][CH:19]=[CH:18][N:17]=3)[CH2:12][CH2:11]2)=[N:8][CH:9]=1)([O-])=O.Cl[Sn]Cl. (4) Given the product [NH2:1][C:2]1[N:7]=[C:6]([N:8]2[CH2:13][CH2:12][O:11][CH2:10][CH2:9]2)[N:5]=[C:4]([NH:14][C:15](=[O:17])[CH3:16])[C:3]=1[Br:25], predict the reactants needed to synthesize it. The reactants are: [NH2:1][C:2]1[N:7]=[C:6]([N:8]2[CH2:13][CH2:12][O:11][CH2:10][CH2:9]2)[N:5]=[C:4]([NH:14][C:15](=[O:17])[CH3:16])[CH:3]=1.C1C(=O)N([Br:25])C(=O)C1.CN(C=O)C.S([O-])([O-])(=O)=S.[NH4+].[NH4+]. (5) Given the product [Cl:9][C:10]1[C:16]([N+:17]([O-:19])=[O:18])=[CH:15][CH:14]=[CH:13][C:11]=1[NH:12][C:6]1[CH2:5][CH2:4][C:3](=[O:8])[C:2]=1[CH3:1], predict the reactants needed to synthesize it. The reactants are: [CH3:1][CH:2]1[C:6](=O)[CH2:5][CH2:4][C:3]1=[O:8].[Cl:9][C:10]1[C:16]([N+:17]([O-:19])=[O:18])=[CH:15][CH:14]=[CH:13][C:11]=1[NH2:12].